The task is: Predict which catalyst facilitates the given reaction.. This data is from Catalyst prediction with 721,799 reactions and 888 catalyst types from USPTO. (1) Reactant: [Li]CCCC.[C:6]([Si:8]([CH3:11])([CH3:10])[CH3:9])#[CH:7].[CH2:12]([Sn:16](Cl)([CH2:21][CH2:22][CH2:23][CH3:24])[CH2:17][CH2:18][CH2:19][CH3:20])[CH2:13][CH2:14][CH3:15]. Product: [CH3:9][Si:8]([CH3:11])([CH3:10])[C:6]#[C:7][Sn:16]([CH2:17][CH2:18][CH2:19][CH3:20])([CH2:21][CH2:22][CH2:23][CH3:24])[CH2:12][CH2:13][CH2:14][CH3:15]. The catalyst class is: 1. (2) Reactant: [F:1][C:2]1[C:7]([C:8]([F:11])([F:10])[F:9])=[CH:6][CH:5]=[CH:4][C:3]=1[NH:12][C:13](=[O:19])[O:14][C:15]([CH3:18])([CH3:17])[CH3:16].[Li]C(C)(C)C.C(Br)(Br)(Br)[Br:26]. Product: [Br:26][C:4]1[C:3]([NH:12][C:13](=[O:19])[O:14][C:15]([CH3:16])([CH3:18])[CH3:17])=[C:2]([F:1])[C:7]([C:8]([F:11])([F:10])[F:9])=[CH:6][CH:5]=1. The catalyst class is: 1. (3) Reactant: C(N(CC)CC)C.[C:8]([NH:15][CH2:16][C:17](=[O:23])[CH2:18][CH2:19][C:20]([OH:22])=[O:21])([O:10][C:11]([CH3:14])([CH3:13])[CH3:12])=[O:9].Br[CH2:25][C:26]([O:28][C:29]([CH3:32])([CH3:31])[CH3:30])=[O:27].Cl. Product: [C:8]([NH:15][CH2:16][C:17](=[O:23])[CH2:18][CH2:19][C:20]([O:22][CH2:25][C:26]([O:28][C:29]([CH3:32])([CH3:31])[CH3:30])=[O:27])=[O:21])([O:10][C:11]([CH3:14])([CH3:13])[CH3:12])=[O:9]. The catalyst class is: 13. (4) Reactant: [Si]([O:8][C@@H:9]1[C@@H:14]([CH3:15])[CH2:13][N:12]([C:16]2[CH:21]=[CH:20][N:19]=[CH:18][C:17]=2[NH:22][C:23]([C:25]2[N:30]=[C:29]3[CH:31]=[C:32]([CH:34]([CH3:36])[CH3:35])[O:33][C:28]3=[CH:27][CH:26]=2)=[O:24])[CH2:11][C@H:10]1[NH:37]C(=O)OC(C)(C)C)(C(C)(C)C)(C)C.C(O)(C(F)(F)F)=O.N. Product: [NH2:37][C@H:10]1[C@H:9]([OH:8])[C@@H:14]([CH3:15])[CH2:13][N:12]([C:16]2[CH:21]=[CH:20][N:19]=[CH:18][C:17]=2[NH:22][C:23]([C:25]2[N:30]=[C:29]3[CH:31]=[C:32]([CH:34]([CH3:36])[CH3:35])[O:33][C:28]3=[CH:27][CH:26]=2)=[O:24])[CH2:11]1. The catalyst class is: 2. (5) Reactant: C([O:3][C:4]([C:6]1[C:7]([CH:22]2[CH2:24][CH2:23]2)=[N:8][C:9]([C:12]2[CH:17]=[CH:16][CH:15]=[C:14]([C:18]([F:21])([F:20])[F:19])[CH:13]=2)=[N:10][CH:11]=1)=O)C.CC(C[AlH]CC(C)C)C. The catalyst class is: 1. Product: [CH:22]1([C:7]2[C:6]([CH2:4][OH:3])=[CH:11][N:10]=[C:9]([C:12]3[CH:17]=[CH:16][CH:15]=[C:14]([C:18]([F:20])([F:21])[F:19])[CH:13]=3)[N:8]=2)[CH2:24][CH2:23]1.